This data is from Catalyst prediction with 721,799 reactions and 888 catalyst types from USPTO. The task is: Predict which catalyst facilitates the given reaction. The catalyst class is: 173. Reactant: [C:1]([NH:8][C@@H:9]([C:13]([OH:15])=O)[CH2:10][O:11][CH3:12])([O:3][C:4]([CH3:7])([CH3:6])[CH3:5])=[O:2].C1C=C2[N:22]=NN(O)C2=CC=1.O.C(Cl)CCl.[NH4+].[OH-]. Product: [NH2:22][C:13](=[O:15])[C@H:9]([NH:8][C:1](=[O:2])[O:3][C:4]([CH3:7])([CH3:6])[CH3:5])[CH2:10][O:11][CH3:12].